This data is from Experimentally validated miRNA-target interactions with 360,000+ pairs, plus equal number of negative samples. The task is: Binary Classification. Given a miRNA mature sequence and a target amino acid sequence, predict their likelihood of interaction. (1) The miRNA is hsa-miR-503-5p with sequence UAGCAGCGGGAACAGUUCUGCAG. The protein sequence of the target gene is MRHLPYFCRGQVVRGFGRGSKQLGIPTANFPEQVVDNLPADISTGIYYGWASVGSGDVHKMVVSIGWNPYYKNTKKSMETHIMHTFKEDFYGEILNVAIVGYLRPEKNFDSLESLISAIQGDIEEAKKRLELPEHLKIKEDNFFQVSKSKIMNGH. Result: 1 (interaction). (2) The miRNA is hsa-miR-4490 with sequence UCUGGUAAGAGAUUUGGGCAUA. The protein sequence of the target gene is MDLQQSTTITSLEKWCLDESLSGCRRHYSVKKKLKLIRVLGLFMGLVAISTVSFSISAFSETDTQSTGEASVVSGPRVAQGYHQRTLLDLNDKILDYTPQPPLSKEGESENSTDHAQGDYPKDIFSLEERRKGAIILHVIGMIYMFIALAIVCDEFFVPSLTVITEKLGISDDVAGATFMAAGGSAPELFTSLIGVFIAHSNVGIGTIVGSAVFNILFVIGMCALFSREILNLTWWPLFRDVSFYIVDLIMLIIFFLDNVIMWWESLLLLTAYFCYVVFMKFNVQVEKWVKQMINRNKVV.... Result: 1 (interaction). (3) The miRNA is hsa-miR-4670-3p with sequence UGAAGUUACAUCAUGGUCGCUU. The protein sequence of the target gene is MPLFATNPFDQDVEKATSEMNTAEDWGLILDICDKVGQSRTGPKDCLRSIMRRVNHKDPHVAMQALTLLGACVSNCGKIFHLEVCSRDFASEVSNVLNKGHPKVCEKLKALMVEWTDEFKNDPQLSLISAMIKNLKEQGVTFPAIGSQAAEQAKASPALVAKDPGTVANKKEEEDLAKAIELSLKEQRQQSTTLSTLYPSTSSLLTNHQHEGRKVRAIYDFEAAEDNELTFKAGEIITVLDDSDPNWWKGETHQGIGLFPSNFVTADLTAEPEMIKTEKKTVQFSDDVQVETIEPEPEPA.... Result: 1 (interaction). (4) Result: 1 (interaction). The protein sequence of the target gene is MGTALLQRGGCFLLCLSLLLLGCWAELGSGLEFPGAEGQWTRFPKWNACCESEMSFQLKTRSARGLVLYFDDEGFCDFLELILTRGGRLQLSFSIFCAEPATLLADTPVNDGAWHSVRIRRQFRNTTLFIDQVEAKWVEVKSKRRDMTVFSGLFVGGLPPELRAAALKLTLASVREREPFKGWIRDVRVNSSQVLPVDSGEVKLDDEPPNSGGGSPCEAGEEGEGGVCLNGGVCSVVDDQAVCDCSRTGFRGKDCSQEDNNVEGLAHLMMGDQGKSKGKEEYIATFKGSEYFCYDLSQNP.... The miRNA is hsa-miR-16-5p with sequence UAGCAGCACGUAAAUAUUGGCG. (5) The miRNA is gga-miR-128-3p with sequence UCACAGUGAACCGGUCUCUUU. The protein sequence of the target gene is MDLTGLLLDEEGTFSLAGFQDFTFLPGHQKLSARIRRRLYYGWDWEADCSLEELSSPVADIAVELLQKAAPSPIRRLQKKYVAHVSREACISPCAMMLALVYIERLRHRNPDYLQHVSSSDLFLISMMVASKYLYDEGEEEEVFNDEWGAAGGVAVPTLNALERGFLSAMDWHLYTDPREIFEVLSWLESCVAEQQGRWRGWYTYTDLCVLLEQPTWQLALGSLCQRLVKLSCLLAVAYVSSVALAVASVAVIHQSLGLSCIPTPGPPDLGLTSRCLLEPCIPSVPQCLPSLANVSSCLE.... Result: 0 (no interaction). (6) The miRNA is mmu-miR-433-5p with sequence UACGGUGAGCCUGUCAUUAUUC. The protein sequence of the target gene is MDPVVLSYMDSLLRQSDVSLLDPPSWLNDHIIGFAFEYFANSQFHDCSDHVCFISPEVTQFIKCTSSPAEIAMFLEPLDLPHKRVVFLAINDNSNQAAGGTHWSLLVYLQDKNSFFHYDSHSRSNSIHAKQVAEKLKAFLGSKGDKLVFVEEKAPAQENSYDCGMYVICNTEALCQSLFRRQPESPLQLLTPTYITKKRGEWKDLIARLAKKNEVATEECS. Result: 0 (no interaction). (7) Result: 0 (no interaction). The miRNA is hsa-miR-4766-5p with sequence UCUGAAAGAGCAGUUGGUGUU. The protein sequence of the target gene is MREPALAASAMAYHPFHAPRPADFPMSAFLAAAQPSFFPALALPPGALGKPLPDPGLAGAAAAAAAAAAAAEAGLHVSALGPHPPAAHLRSLKSLEPEDEVEDDPKVTLEAKELWDQFHKLGTEMVITKSGRRMFPPFKVRVSGLDKKAKYILLMDIVAADDCRYKFHNSRWMVAGKADPEMPKRMYIHPDSPATGEQWMAKPVAFHKLKLTNNISDKHGFTILNSMHKYQPRFHIVRANDILKLPYSTFRTYVFPETDFIAVTAYQNDKITQLKIDNNPFAKGFRDTGNGRREKRKQLT.... (8) The miRNA is hsa-miR-30a-5p with sequence UGUAAACAUCCUCGACUGGAAG. The protein sequence of the target gene is MEPRPTAPSSGAPGLAGVGETPSAAALAAARVELPGTAVPSVPEDAAPASRDGGGVRDEGPAAAGDGLGRPLGPTPSQSRFQVDLVSENAGRAAAAAAAAAAAAAAAGAGAGAKQTPADGEASGESEPAKGSEEAKGRFRVNFVDPAASSSAEDSLSDAAGVGVDGPNVSFQNGGDTVLSEGSSLHSGGGGGSGHHQHYYYDTHTNTYYLRTFGHNTMDAVPRIDHYRHTAAQLGEKLLRPSLAELHDELEKEPFEDGFANGEESTPTRDAVVTYTAESKGVVKFGWIKGVLVRCMLNIW.... Result: 1 (interaction). (9) The miRNA is hsa-miR-302b-3p with sequence UAAGUGCUUCCAUGUUUUAGUAG. The protein sequence of the target gene is MEQRGQNAPAASGARKRHGPGPREARGARPGPRVPKTLVLVVAAVLLLVSAESALITQQDLAPQQRAAPQQKRSSPSEGLCPPGHHISEDGRDCISCKYGQDYSTHWNDLLFCLRCTRCDSGEVELSPCTTTRNTVCQCEEGTFREEDSPEMCRKCRTGCPRGMVKVGDCTPWSDIECVHKESGTKHSGEVPAVEETVTSSPGTPASPCSLSGIIIGVTVAAVVLIVAVFVCKSLLWKKVLPYLKGICSGGGGDPERVDRSSQRPGAEDNVLNEIVSILQPTQVPEQEMEVQEPAEPTGV.... Result: 1 (interaction). (10) The miRNA is hsa-miR-302b-3p with sequence UAAGUGCUUCCAUGUUUUAGUAG. The protein sequence of the target gene is MYRSGERLLGSHALPAEQRDFLPLETTNNNNNHHQPGAWARRAGSSASSPPSASSSPHPSAAVPAADPADSASGSSNKRKRDNKASGGRAAGGGRADGGGVVYSGTPWKRRNYNQGVVGLHEEISDFYEYMSPRPEEEKMRMEVVNRIESVIKELWPSADVQIFGSFKTGLYLPTSDIDLVVFGKWENLPLWTLEEALRKHKVADEDSVKVLDKATVPIIKLTDSFTEVKVDISFNVQNGVRAADLIKDFTKKYPVLPYLVLVLKQFLLQRDLNEVFTGGIGSYSLFLMAVSFLQLHPRE.... Result: 1 (interaction).